The task is: Predict the product of the given reaction.. This data is from Forward reaction prediction with 1.9M reactions from USPTO patents (1976-2016). Given the reactants I([O-])(=O)(=O)=O.[Na+].[OH2:7].[Br:8][C:9]1[O:13][C:12]([CH:14]([S:25][C:26]2[CH:31]=[CH:30][CH:29]=[CH:28][CH:27]=2)[CH2:15][NH:16][C:17]([C:19]2[CH:24]=[CH:23][CH:22]=[CH:21][N:20]=2)=[O:18])=[CH:11][CH:10]=1, predict the reaction product. The product is: [C:26]1([S:25]([CH:14]([C:12]2[O:13][C:9]([Br:8])=[CH:10][CH:11]=2)[CH2:15][NH:16][C:17]([C:19]2[CH:24]=[CH:23][CH:22]=[CH:21][N:20]=2)=[O:18])=[O:7])[CH:27]=[CH:28][CH:29]=[CH:30][CH:31]=1.